Task: Predict the reaction yield, written as a fraction of the theoretical maximum amount of product (1.0 means a 100% yield; for example, 0.34 means a 34% yield).. Dataset: Reaction yield outcomes from USPTO patents with 853,638 reactions (1) The reactants are [CH2:1]([O:3][C:4](=[O:18])[C:5]1[CH:10]=[C:9]([CH3:11])[C:8]([N+:12]([O-:14])=[O:13])=[CH:7][C:6]=1[N+:15]([O-:17])=[O:16])[CH3:2].CO[CH:21]([N:24]([CH3:26])[CH3:25])OC. The catalyst is CN(C=O)C. The product is [CH2:1]([O:3][C:4](=[O:18])[C:5]1[CH:10]=[C:9]([CH:11]=[CH:21][N:24]([CH3:26])[CH3:25])[C:8]([N+:12]([O-:14])=[O:13])=[CH:7][C:6]=1[N+:15]([O-:17])=[O:16])[CH3:2]. The yield is 0.280. (2) The reactants are C(O[CH:4](OCC)[CH2:5][O:6][C:7]1[CH:12]=[CH:11][C:10]([C:13]2([C:16]([OH:18])=[O:17])[CH:15]=[CH:14]2)=[CH:9][CH:8]=1)C. The catalyst is C1(C)C(C)=CC=CC=1. The product is [O:6]1[C:7]2[CH:12]=[CH:11][C:10]([C:13]3([C:16]([OH:18])=[O:17])[CH2:15][CH2:14]3)=[CH:9][C:8]=2[CH:4]=[CH:5]1. The yield is 0.0500. (3) The reactants are Cl[SiH:2]1[N:6]([C:7]([CH3:10])([CH3:9])[CH3:8])[CH:5]=[CH:4][N:3]1[C:11]([CH3:14])([CH3:13])[CH3:12].O1C[CH2:18][CH2:17][CH2:16]1.C=C([Mg]Br)C. The yield is 0.470. The catalyst is CCCCCC. The product is [C:11]([N:3]1[CH:4]=[CH:5][N:6]([C:7]([CH3:10])([CH3:9])[CH3:8])[SiH:2]1[C:17]([CH3:18])=[CH2:16])([CH3:14])([CH3:13])[CH3:12]. (4) The reactants are [CH2:1]([O:8][C:9]1[CH:17]=[C:16]2[C:12]([CH:13]=[N:14][N:15]2[CH2:18][C@@H:19]([OH:21])[CH3:20])=[CH:11][CH:10]=1)[C:2]1[CH:7]=[CH:6][CH:5]=[CH:4][CH:3]=1.[H-].[Na+].[C:24]([Si:28](Cl)([CH3:30])[CH3:29])([CH3:27])([CH3:26])[CH3:25].[Na+].[I-]. The catalyst is C1COCC1.CN(C=O)C. The product is [CH2:1]([O:8][C:9]1[CH:17]=[C:16]2[C:12]([CH:13]=[N:14][N:15]2[CH2:18][C@@H:19]([O:21][Si:28]([C:24]([CH3:27])([CH3:26])[CH3:25])([CH3:30])[CH3:29])[CH3:20])=[CH:11][CH:10]=1)[C:2]1[CH:3]=[CH:4][CH:5]=[CH:6][CH:7]=1. The yield is 0.990. (5) The product is [C:17]([C:13]1[CH:12]=[C:11]([CH2:10][CH2:9][OH:8])[CH:16]=[CH:15][N:14]=1)#[N:18]. The reactants are [Si]([O:8][CH2:9][CH2:10][C:11]1[CH:16]=[CH:15][N:14]=[C:13]([C:17]#[N:18])[CH:12]=1)(C(C)(C)C)(C)C.[F-].C([N+](CCCC)(CCCC)CCCC)CCC. The yield is 0.610. The catalyst is O.C(OCC)(=O)C. (6) The reactants are [F:1][C:2]1[C:15]([F:16])=[CH:14][CH:13]=[CH:12][C:3]=1[O:4][C:5]1[CH:11]=[CH:10][C:8](N)=[CH:7][CH:6]=1.Cl.N([O-])=O.[Na+].NC(N)=O.[Na+].[I-:27]. The catalyst is O. The product is [F:16][C:15]1[CH:14]=[CH:13][CH:12]=[C:3]([O:4][C:5]2[CH:11]=[CH:10][C:8]([I:27])=[CH:7][CH:6]=2)[C:2]=1[F:1]. The yield is 0.790. (7) The reactants are [CH3:1][C:2]([CH3:19])([CH3:18])[C:3]([NH:5][C:6]1[CH:7]=[N:8][C:9]([N:12]2[CH2:17][CH2:16][O:15][CH2:14][CH2:13]2)=[CH:10][CH:11]=1)=[O:4].CN(C)CCN(C)C.C([Li])CCC.[I:33]I.C(=O)=O.O.O.O.O.O.S([O-])([O-])(=O)=S.[Na+].[Na+]. The catalyst is O1CCCC1.CCCCCC.O.C(OCC)C. The product is [I:33][C:11]1[CH:10]=[C:9]([N:12]2[CH2:17][CH2:16][O:15][CH2:14][CH2:13]2)[N:8]=[CH:7][C:6]=1[NH:5][C:3](=[O:4])[C:2]([CH3:19])([CH3:18])[CH3:1]. The yield is 0.370. (8) The yield is 0.660. The catalyst is C1COCC1.CO. The product is [Cl:1][C:2]1[CH:3]=[C:4]([CH:9]2[C:18]3[C:13](=[CH:14][CH:15]=[CH:16][CH:17]=3)[CH2:12][CH2:11][CH:10]2[NH:24][CH3:23])[CH:5]=[CH:6][C:7]=1[Cl:8]. The reactants are [Cl:1][C:2]1[CH:3]=[C:4]([CH:9]2[C:18]3[C:13](=[CH:14][CH:15]=[CH:16][CH:17]=3)[CH2:12][CH2:11][C:10]2=O)[CH:5]=[CH:6][C:7]=1[Cl:8].Cl.CN.[C:23]([BH3-])#[N:24].[Na+].